From a dataset of Full USPTO retrosynthesis dataset with 1.9M reactions from patents (1976-2016). Predict the reactants needed to synthesize the given product. (1) Given the product [Cl:8][C:5]1[N:4]=[C:3]([NH:13][CH3:12])[C:2]([F:1])=[CH:7][N:6]=1, predict the reactants needed to synthesize it. The reactants are: [F:1][C:2]1[C:3](Cl)=[N:4][C:5]([Cl:8])=[N:6][CH:7]=1.CO.[CH3:12][NH2:13].CCOC(C)=O. (2) Given the product [F:9][C:8]([F:11])([F:10])[C:3]1[CH:4]=[CH:5][CH:6]=[CH:7][C:2]=1[C:17]1([OH:22])[CH2:21][CH2:20][CH2:19][CH2:18]1, predict the reactants needed to synthesize it. The reactants are: Br[C:2]1[CH:7]=[CH:6][CH:5]=[CH:4][C:3]=1[C:8]([F:11])([F:10])[F:9].[Li]CCCC.[C:17]1(=[O:22])[CH2:21][CH2:20][CH2:19][CH2:18]1.